This data is from Reaction yield outcomes from USPTO patents with 853,638 reactions. The task is: Predict the reaction yield, written as a fraction of the theoretical maximum amount of product (1.0 means a 100% yield; for example, 0.34 means a 34% yield). (1) The reactants are [Cl:1][C:2]1[CH:3]=[CH:4][C:5]([O:15][CH2:16][C:17]2[C:22]([F:23])=[CH:21][CH:20]=[CH:19][C:18]=2[F:24])=[C:6]([C:8](=O)[CH2:9][CH2:10][C:11](=O)[CH3:12])[CH:7]=1.C[O:26][C:27](=[O:39])[C:28]1[CH:33]=[C:32]([C:34]([F:37])([F:36])[F:35])[CH:31]=[C:30]([NH2:38])[CH:29]=1.CC1C=CC(S(O)(=O)=O)=CC=1. The catalyst is C(#N)C.C(Cl)Cl. The product is [Cl:1][C:2]1[CH:3]=[CH:4][C:5]([O:15][CH2:16][C:17]2[C:22]([F:23])=[CH:21][CH:20]=[CH:19][C:18]=2[F:24])=[C:6]([C:8]2[N:38]([C:30]3[CH:29]=[C:28]([CH:33]=[C:32]([C:34]([F:35])([F:36])[F:37])[CH:31]=3)[C:27]([OH:39])=[O:26])[C:11]([CH3:12])=[CH:10][CH:9]=2)[CH:7]=1. The yield is 0.320. (2) The reactants are [CH:1]1([CH2:4][NH:5][N:6]2[C:15]3[C:10](=[CH:11][CH:12]=[CH:13][CH:14]=3)[C:9]([OH:16])=[C:8]([C:17]3[NH:22][C:21]4[CH:23]=[CH:24][C:25]([O:27][CH2:28][C:29]([OH:31])=O)=[CH:26][C:20]=4[S:19](=[O:33])(=[O:32])[N:18]=3)[C:7]2=[O:34])[CH2:3][CH2:2]1.Cl.C[N:37]([CH3:46])[CH2:38][CH2:39][CH2:40][N:41]=C=NCC.ON1C2C=CC=CC=2N=N1.C(OC(=O)NC1CCNC1)(C)(C)C. The catalyst is CN(C)C=O.C(OCC)(=O)C. The product is [NH2:41][CH:40]1[CH2:39][CH2:38][N:37]([C:29](=[O:31])[CH2:28][O:27][C:25]2[CH:24]=[CH:23][C:21]3[NH:22][C:17]([C:8]4[C:7](=[O:34])[N:6]([NH:5][CH2:4][CH:1]5[CH2:2][CH2:3]5)[C:15]5[C:10]([C:9]=4[OH:16])=[CH:11][CH:12]=[CH:13][CH:14]=5)=[N:18][S:19](=[O:32])(=[O:33])[C:20]=3[CH:26]=2)[CH2:46]1. The yield is 0.510. (3) The reactants are [O:1]([C:8]1[N:13]=[C:12]([C:14]#[N:15])[CH:11]=[CH:10][CH:9]=1)[C:2]1[CH:7]=[CH:6][CH:5]=[CH:4][CH:3]=1. The catalyst is CO.[C].[Pd]. The product is [O:1]([C:8]1[N:13]=[C:12]([CH2:14][NH2:15])[CH:11]=[CH:10][CH:9]=1)[C:2]1[CH:3]=[CH:4][CH:5]=[CH:6][CH:7]=1. The yield is 0.640. (4) The reactants are [NH2:1][C:2]1[CH:7]=[C:6]([F:8])[CH:5]=[CH:4][C:3]=1[S:9][CH2:10][C:11]1[CH:20]=[CH:19][CH:18]=[CH:17][C:12]=1[C:13]([O:15][CH3:16])=[O:14].[O:21]1[C:25]2[CH:26]=[CH:27][CH:28]=[CH:29][C:24]=2[CH:23]=[C:22]1[S:30](Cl)(=[O:32])=[O:31]. The catalyst is N1C=CC=CC=1. The product is [O:21]1[C:25]2[CH:26]=[CH:27][CH:28]=[CH:29][C:24]=2[CH:23]=[C:22]1[S:30]([NH:1][C:2]1[CH:7]=[C:6]([F:8])[CH:5]=[CH:4][C:3]=1[S:9][CH2:10][C:11]1[CH:20]=[CH:19][CH:18]=[CH:17][C:12]=1[C:13]([O:15][CH3:16])=[O:14])(=[O:32])=[O:31]. The yield is 0.550.